This data is from Catalyst prediction with 721,799 reactions and 888 catalyst types from USPTO. The task is: Predict which catalyst facilitates the given reaction. (1) Reactant: B(Br)(Br)Br.[Cl:5][C:6]1[CH:11]=[C:10]([S:12]([CH3:15])(=[O:14])=[O:13])[CH:9]=[CH:8][C:7]=1[CH2:16][C:17]1[CH:22]=[C:21]([C:23]([F:26])([F:25])[F:24])[CH:20]=[C:19]([O:27]C)[CH:18]=1.O. Product: [Cl:5][C:6]1[CH:11]=[C:10]([S:12]([CH3:15])(=[O:13])=[O:14])[CH:9]=[CH:8][C:7]=1[CH2:16][C:17]1[CH:18]=[C:19]([OH:27])[CH:20]=[C:21]([C:23]([F:26])([F:24])[F:25])[CH:22]=1. The catalyst class is: 2. (2) Reactant: [C:1]([O:5][C:6]([NH:8][C:9]([CH3:17])([CH3:16])[CH2:10][O:11][CH2:12][C:13]([OH:15])=O)=[O:7])([CH3:4])([CH3:3])[CH3:2].ON1C2N=CC=CC=2N=N1.Cl.CN(C)CCCN=C=NCC.[F:40][C:41]1[CH:46]=[CH:45][C:44]([CH2:47][C@@H:48]([N:53]([CH3:70])[C:54](=[O:69])[C@H:55]([NH:67][CH3:68])[CH2:56][C:57]2[CH:66]=[CH:65][C:64]3[C:59](=[CH:60][CH:61]=[CH:62][CH:63]=3)[CH:58]=2)[C:49](=[O:52])[NH:50][CH3:51])=[CH:43][CH:42]=1.C(N(C(C)C)CC)(C)C. Product: [C:1]([O:5][C:6](=[O:7])[NH:8][C:9]([CH3:17])([CH3:16])[CH2:10][O:11][CH2:12][C:13](=[O:15])[N:67]([C@@H:55]([C:54](=[O:69])[N:53]([C@@H:48]([C:49](=[O:52])[NH:50][CH3:51])[CH2:47][C:44]1[CH:43]=[CH:42][C:41]([F:40])=[CH:46][CH:45]=1)[CH3:70])[CH2:56][C:57]1[CH:66]=[CH:65][C:64]2[C:59](=[CH:60][CH:61]=[CH:62][CH:63]=2)[CH:58]=1)[CH3:68])([CH3:2])([CH3:3])[CH3:4]. The catalyst class is: 2. (3) Product: [ClH:7].[F:1][C:2]([F:6])([F:5])[CH2:3][NH:4][C:8](=[NH:13])[CH3:9]. Reactant: [F:1][C:2]([F:6])([F:5])[CH2:3][NH2:4].[ClH:7].[C:8](=[NH:13])(OCC)[CH3:9]. The catalyst class is: 8. (4) Product: [CH2:17]([N:14]1[C:4]2=[N:5][C:6]([CH3:13])=[C:7]([C:8]([O:10][CH2:11][CH3:12])=[O:9])[C:2]([NH:34][CH:31]3[CH2:32][CH2:33][O:28][CH2:29][CH2:30]3)=[C:3]2[CH:16]=[N:15]1)[CH3:18]. The catalyst class is: 60. Reactant: Cl[C:2]1[C:7]([C:8]([O:10][CH2:11][CH3:12])=[O:9])=[C:6]([CH3:13])[N:5]=[C:4]2[N:14]([CH2:17][CH3:18])[N:15]=[CH:16][C:3]=12.C(N(CC)C(C)C)(C)C.[O:28]1[CH2:33][CH2:32][CH:31]([NH2:34])[CH2:30][CH2:29]1.O. (5) Reactant: [N:1]1([C:10]([C:12]2[CH:19]=[CH:18][C:15]([CH:16]=O)=[C:14]([N+:20]([O-:22])=[O:21])[CH:13]=2)=[O:11])[C:9]2[C:4](=[CH:5][CH:6]=[CH:7][CH:8]=2)[CH2:3][CH2:2]1.ClCCCl.[NH2:27][CH:28]1[CH2:36][C:35]2[C:30](=[CH:31][CH:32]=[CH:33][CH:34]=2)[CH2:29]1.C(O)(=O)C.C(O[BH-](OC(=O)C)OC(=O)C)(=O)C.[Na+]. The catalyst class is: 229. Product: [N:1]1([C:10]([C:12]2[CH:19]=[CH:18][C:15]([CH2:16][NH:27][CH:28]3[CH2:36][C:35]4[C:30](=[CH:31][CH:32]=[CH:33][CH:34]=4)[CH2:29]3)=[C:14]([N+:20]([O-:22])=[O:21])[CH:13]=2)=[O:11])[C:9]2[C:4](=[CH:5][CH:6]=[CH:7][CH:8]=2)[CH2:3][CH2:2]1. (6) Reactant: [CH3:1][O:2][C:3]1[CH:12]=[C:11]2[C:6]([C:7](=O)[CH2:8][CH:9]([CH:13]3[CH2:17][CH2:16][CH2:15][O:14]3)[O:10]2)=[CH:5][CH:4]=1.Cl.[NH2:20][OH:21].C([O-])(=O)C.[Na+]. Product: [CH3:1][O:2][C:3]1[CH:12]=[C:11]2[C:6]([C:7](=[N:20][OH:21])[CH2:8][CH:9]([CH:13]3[CH2:17][CH2:16][CH2:15][O:14]3)[O:10]2)=[CH:5][CH:4]=1. The catalyst class is: 5. (7) Reactant: [I:1][C:2]1[CH:8]=[C:7]([N+:9]([O-:11])=[O:10])[CH:6]=[CH:5][C:3]=1[NH2:4].[Br:12][C:13](Br)([CH2:16]Br)[CH:14]=O. Product: [Br:12][C:13]1[CH:14]=[N:4][C:3]2[C:5]([CH:16]=1)=[CH:6][C:7]([N+:9]([O-:11])=[O:10])=[CH:8][C:2]=2[I:1]. The catalyst class is: 15.